This data is from Experimentally validated miRNA-target interactions with 360,000+ pairs, plus equal number of negative samples. The task is: Binary Classification. Given a miRNA mature sequence and a target amino acid sequence, predict their likelihood of interaction. (1) The miRNA is hsa-miR-423-3p with sequence AGCUCGGUCUGAGGCCCCUCAGU. The protein sequence of the target gene is MGSKLTCCLGPSGGLNCDCCRPDVGPCHECEIPETVAATAPASTTAKPAKLDLKAKKAQLMQYLSLPKTPKMLKMSKGLDARSKRWLKIIWRRHGIWPLENIGPTEDVQASAHGGVEENMTSDIEIPEAKHDHRPTEDVQVSAHGGVEENITSDIEISEAKHDHHLVEDLSESLSVCLEDFMTSDLSESLSVSLEDFMTSGLSESLSVSLEDLMTPEMAKERYEDYLCWVKMARSRLNEPISSQVLGLLRL. Result: 1 (interaction). (2) The miRNA is hsa-miR-5582-3p with sequence UAAAACUUUAAGUGUGCCUAGG. The protein sequence of the target gene is MARELYHEEFARAGKQAGLQVWRIEKLELVPVPQSAHGDFYVGDAYLVLHTAKTSRGFTYHLHFWLGKECSQDESTAAAIFTVQMDDYLGGKPVQNRELQGYESNDFVSYFKGGLKYKAGGVASGLNHVLTNDLTAKRLLHVKGRRVVRATEVPLSWDSFNKGDCFIIDLGTEIYQWCGSSCNKYERLKANQVATGIRYNERKGRSELIVVEEGSEPSELIKVLGEKPELPDGGDDDDIIADISNRKMAKLYMVSDASGSMRVTVVAEENPFSMAMLLSEECFILDHGAAKQIFVWKGKD.... Result: 1 (interaction). (3) The miRNA is hsa-miR-6860 with sequence ACUGGGCAGGGCUGUGGUGAGU. The protein sequence of the target gene is MEAHLADMESSGGPTSSLAGTSRNTHVEDDDVVFIESVQPPICAPAIPNERNFVFASSKHENPPGTDSTISPSWRDLTSQKGNLCETIVIDDEGDTDTNGGEEKNPTDFIEWGPNGNKSSTKNVDFPIASLSRSKTKTAVGPFNPGRIDVTDAFQNGRFAVHHNPDSWISQSASFPRNQKQQGVDSLSPVASLPKQIFQPSNQQPTKPVKVTCANCKKPLQKGQTAYQRKGSAHLFCSTTCLSSFSHKRTRKTRNVMCKKDSPVRTTTIVPPVESSKSLQGFYNASLSPYENCQSLRKEV.... Result: 0 (no interaction). (4) The miRNA is hsa-miR-124-3p with sequence UAAGGCACGCGGUGAAUGCCAA. The protein sequence of the target gene is MAPKFPDSVEELRAAGNESFRNGQYAEASALYGRALRVLQAQGSSDPEEESVLYSNRAACHLKDGNCRDCIKDCTSALALVPFSIKPLLRRASAYEALEKYPMAYVDYKTVLQIDDNVTSAVEGINRMTRALMDSLGPEWRLKLPSIPLVPVSAQKRWNSLPSENHKEMAKSKSKETTATKNRVPSAGDVEKARVLKEEGNELVKKGNHKKAIEKYSESLLCSNLESATYSNRALCYLVLKQYTEAVKDCTEALKLDGKNVKAFYRRAQAHKALKDYKSSFADISNLLQIEPRNGPAQKL.... Result: 1 (interaction).